This data is from Forward reaction prediction with 1.9M reactions from USPTO patents (1976-2016). The task is: Predict the product of the given reaction. (1) Given the reactants [CH:1]1([N:6]2[CH2:12][C:11]3([CH2:14][CH2:13]3)[C:10](=[O:15])[N:9]([CH3:16])[C:8]3[CH:17]=[N:18][C:19]([NH:21][C:22]4[CH:30]=[CH:29][C:25]([C:26](O)=[O:27])=[CH:24][C:23]=4[O:31][CH3:32])=[N:20][C:7]2=3)[CH2:5][CH2:4][CH2:3][CH2:2]1.CCN(C(C)C)C(C)C.CN(C(ON1N=NC2C=CC=CC1=2)=[N+](C)C)C.[B-](F)(F)(F)F.[CH2:64]([N:71]1[CH2:77][CH2:76][CH2:75][N:74]([CH:78]2[CH2:83][CH2:82][CH:81]([NH2:84])[CH2:80][CH2:79]2)[CH2:73][CH2:72]1)[C:65]1[CH:70]=[CH:69][CH:68]=[CH:67][CH:66]=1, predict the reaction product. The product is: [CH2:64]([N:71]1[CH2:77][CH2:76][CH2:75][N:74]([CH:78]2[CH2:83][CH2:82][CH:81]([NH:84][C:26](=[O:27])[C:25]3[CH:29]=[CH:30][C:22]([NH:21][C:19]4[N:18]=[CH:17][C:8]5[N:9]([CH3:16])[C:10](=[O:15])[C:11]6([CH2:13][CH2:14]6)[CH2:12][N:6]([CH:1]6[CH2:2][CH2:3][CH2:4][CH2:5]6)[C:7]=5[N:20]=4)=[C:23]([O:31][CH3:32])[CH:24]=3)[CH2:80][CH2:79]2)[CH2:73][CH2:72]1)[C:65]1[CH:66]=[CH:67][CH:68]=[CH:69][CH:70]=1. (2) Given the reactants C(O[C:6](=O)[N:7]([CH2:9][CH2:10][CH2:11][C:12](=[O:59])[NH:13][C:14]1[CH:19]=[CH:18][CH:17]=[C:16]([CH2:20][CH2:21][N:22]([CH2:52][C:53]2[CH:58]=[CH:57][CH:56]=[CH:55][CH:54]=2)[CH2:23][C@@H:24]([C:33]2[CH:42]=[CH:41][C:40]([O:43][CH2:44][C:45]3[CH:50]=[CH:49][CH:48]=[CH:47][CH:46]=3)=[C:39]3[C:34]=2[CH:35]=[CH:36][C:37](=[O:51])[NH:38]3)[O:25][Si:26]([C:29]([CH3:32])([CH3:31])[CH3:30])([CH3:28])[CH3:27])[CH:15]=1)C)(C)(C)C.FC(F)(F)C(O)=O, predict the reaction product. The product is: [CH2:52]([N:22]([CH2:23][C@@H:24]([C:33]1[CH:42]=[CH:41][C:40]([O:43][CH2:44][C:45]2[CH:50]=[CH:49][CH:48]=[CH:47][CH:46]=2)=[C:39]2[C:34]=1[CH:35]=[CH:36][C:37](=[O:51])[NH:38]2)[O:25][Si:26]([C:29]([CH3:32])([CH3:31])[CH3:30])([CH3:27])[CH3:28])[CH2:21][CH2:20][C:16]1[CH:15]=[C:14]([NH:13][C:12](=[O:59])[CH2:11][CH2:10][CH2:9][NH:7][CH3:6])[CH:19]=[CH:18][CH:17]=1)[C:53]1[CH:54]=[CH:55][CH:56]=[CH:57][CH:58]=1. (3) Given the reactants [Si]([O:8][CH2:9][C:10]1[C:11]([F:23])=[C:12]([N:16]2[CH2:21][CH2:20][CH:19]([OH:22])[CH2:18][CH2:17]2)[CH:13]=[CH:14][CH:15]=1)(C(C)(C)C)(C)C.[N:24]1[CH:29]=[CH:28][C:27](O)=[CH:26][CH:25]=1.C1(P(C2C=CC=CC=2)C2C=CC=CC=2)C=CC=CC=1.CC(OC(/N=N/C(OC(C)C)=O)=O)C.C1(C)C=CC=CC=1.CCCC[N+](CCCC)(CCCC)CCCC.[F-].C1COCC1, predict the reaction product. The product is: [F:23][C:11]1[C:12]([N:16]2[CH2:17][CH2:18][CH:19]([O:22][C:27]3[CH:28]=[CH:29][N:24]=[CH:25][CH:26]=3)[CH2:20][CH2:21]2)=[CH:13][CH:14]=[CH:15][C:10]=1[CH2:9][OH:8]. (4) Given the reactants [I:1][C:2]1[C:7]([C:8]([OH:10])=[O:9])=[C:6]([O:11][CH3:12])[N:5]=[CH:4][CH:3]=1.[CH3:13][Si](C=[N+]=[N-])(C)C, predict the reaction product. The product is: [CH3:13][O:9][C:8](=[O:10])[C:7]1[C:2]([I:1])=[CH:3][CH:4]=[N:5][C:6]=1[O:11][CH3:12].